This data is from Full USPTO retrosynthesis dataset with 1.9M reactions from patents (1976-2016). The task is: Predict the reactants needed to synthesize the given product. (1) Given the product [CH2:26]([N:10]1[CH2:9][CH2:8][O:7][C:6]2[CH:5]=[CH:4][C:3]([B:12]3[O:16][C:15]([CH3:18])([CH3:17])[C:14]([CH3:20])([CH3:19])[O:13]3)=[C:2]([Cl:1])[C:11]1=2)[CH:25]=[CH2:24], predict the reactants needed to synthesize it. The reactants are: [Cl:1][C:2]1[C:11]2[NH:10][CH2:9][CH2:8][O:7][C:6]=2[CH:5]=[CH:4][C:3]=1[B:12]1[O:16][C:15]([CH3:18])([CH3:17])[C:14]([CH3:20])([CH3:19])[O:13]1.[H-].[Na+].Br[CH2:24][CH:25]=[CH2:26].O. (2) The reactants are: Br[CH2:2][C:3]([C:5]1[CH:10]=[CH:9][CH:8]=[C:7]([N+:11]([O-:13])=[O:12])[CH:6]=1)=[O:4].[BH4-].[Na+].[OH-].[K+].C(OCC)(=O)C. Given the product [N+:11]([C:7]1[CH:6]=[C:5]([CH:3]2[CH2:2][O:4]2)[CH:10]=[CH:9][CH:8]=1)([O-:13])=[O:12], predict the reactants needed to synthesize it. (3) Given the product [C@@H:43]1([NH:42][C:2]2[N:7]=[CH:6][N:5]=[C:4]([NH:8][C@H:9]3[CH2:13][C@H:12]([OH:14])[C@H:11]([CH2:15][OH:16])[CH2:10]3)[CH:3]=2)[C:51]2[C:46](=[CH:47][CH:48]=[CH:49][CH:50]=2)[CH2:45][CH2:44]1, predict the reactants needed to synthesize it. The reactants are: Cl[C:2]1[N:7]=[CH:6][N:5]=[C:4]([NH:8][C@H:9]2[CH2:13][C@H:12]([OH:14])[C@H:11]([CH2:15][OH:16])[CH2:10]2)[CH:3]=1.ClC1N=CN=C(N[C@H]2C[C@@H]3OC(C4C=CC(OC)=CC=4)OC[C@@H]3C2)C=1.[NH2:42][C@@H:43]1[C:51]2[C:46](=[CH:47][CH:48]=[CH:49][CH:50]=2)[CH2:45][CH2:44]1. (4) Given the product [CH2:56]([O:55][C:53](=[O:54])[CH2:52][O:23][C:19]1[CH:18]=[C:17]2[C:22]([C:13]([C:11](=[O:12])[NH:10][C@H:7]([C:1]3[CH:2]=[CH:3][CH:4]=[CH:5][CH:6]=3)[CH2:8][CH3:9])=[C:14]([CH2:30][N:31]3[CH2:32][CH2:33][CH:34]([N:37]4[CH2:38][CH2:39][CH2:40][CH2:41][CH2:42]4)[CH2:35][CH2:36]3)[C:15]([C:24]3[CH:29]=[CH:28][CH:27]=[CH:26][CH:25]=3)=[N:16]2)=[CH:21][CH:20]=1)[CH3:57], predict the reactants needed to synthesize it. The reactants are: [C:1]1([C@@H:7]([NH:10][C:11]([C:13]2[C:22]3[C:17](=[CH:18][C:19]([OH:23])=[CH:20][CH:21]=3)[N:16]=[C:15]([C:24]3[CH:29]=[CH:28][CH:27]=[CH:26][CH:25]=3)[C:14]=2[CH2:30][N:31]2[CH2:36][CH2:35][CH:34]([N:37]3[CH2:42][CH2:41][CH2:40][CH2:39][CH2:38]3)[CH2:33][CH2:32]2)=[O:12])[CH2:8][CH3:9])[CH:6]=[CH:5][CH:4]=[CH:3][CH:2]=1.C([O-])([O-])=O.[K+].[K+].[I-].[K+].Br[CH2:52][C:53]([O:55][CH2:56][CH3:57])=[O:54]. (5) Given the product [C:2]1([S:8]([CH2:12][C:13]2[C:18]([F:19])=[C:17]([N:20]3[CH2:25][CH2:24][O:23][CH2:22][CH2:21]3)[N:16]=[C:15]([C:26]3[CH:31]=[CH:30][CH:29]=[CH:28][N:27]=3)[N:14]=2)(=[O:10])=[O:9])[CH:7]=[CH:6][CH:5]=[CH:4][CH:3]=1, predict the reactants needed to synthesize it. The reactants are: [Na+].[C:2]1([S:8]([O-:10])=[O:9])[CH:7]=[CH:6][CH:5]=[CH:4][CH:3]=1.Cl[CH2:12][C:13]1[C:18]([F:19])=[C:17]([N:20]2[CH2:25][CH2:24][O:23][CH2:22][CH2:21]2)[N:16]=[C:15]([C:26]2[CH:31]=[CH:30][CH:29]=[CH:28][N:27]=2)[N:14]=1. (6) Given the product [CH2:3]([O:13][CH2:14][C:15]([CH2:24][O:25][CH2:26][CH2:27][CH2:28][CH2:29][CH2:30][CH2:31][CH2:32][CH2:33][CH2:34][CH3:35])([CH2:20][N:21]([CH3:22])[CH3:23])[CH2:16][N:17]([CH3:19])[CH3:18])[CH2:4][CH2:5][CH2:6][CH2:7][CH2:8][CH2:9][CH2:10][CH2:11][CH3:12], predict the reactants needed to synthesize it. The reactants are: [Cl-].[Cl-].[CH2:3]([O:13][CH2:14][C:15]([CH2:24][O:25][CH2:26][CH2:27][CH2:28][CH2:29][CH2:30][CH2:31][CH2:32][CH2:33][CH2:34][CH3:35])([CH2:20][NH+:21]([CH3:23])[CH3:22])[CH2:16][NH+:17]([CH3:19])[CH3:18])[CH2:4][CH2:5][CH2:6][CH2:7][CH2:8][CH2:9][CH2:10][CH2:11][CH3:12]. (7) Given the product [CH2:3]([NH:10][CH:11]1[CH2:12][CH2:13][CH2:14][C:15]2[CH:21]=[CH:20][C:19]([O:22][CH:24]([CH3:25])[CH3:23])=[CH:18][C:16]=2[CH2:17]1)[C:4]1[CH:5]=[CH:6][CH:7]=[CH:8][CH:9]=1, predict the reactants needed to synthesize it. The reactants are: [H-].[Na+].[CH2:3]([NH:10][CH:11]1[CH2:17][C:16]2[CH:18]=[C:19]([OH:22])[CH:20]=[CH:21][C:15]=2[CH2:14][CH2:13][CH2:12]1)[C:4]1[CH:9]=[CH:8][CH:7]=[CH:6][CH:5]=1.[CH3:23][CH2:24][CH2:25]Br.C(=O)([O-])O.[Na+]. (8) The reactants are: [CH:1]1([CH2:4][O:5][NH:6][C:7]([C:9]2[C:22]([NH:23][C:24]3[CH:29]=[CH:28][C:27]([Br:30])=[CH:26][C:25]=3[CH3:31])=[C:21]([F:32])[C:12]3[N:13]=[CH:14][N:15]([CH2:16][CH2:17]CC=C)[C:11]=3[CH:10]=2)=[O:8])[CH2:3][CH2:2]1.O.C[N+]1([O-])CC[O:38]CC1.[CH3:42][C:43]([OH:46])(C)[CH3:44]. Given the product [CH:1]1([CH2:4][O:5][NH:6][C:7]([C:9]2[C:22]([NH:23][C:24]3[CH:29]=[CH:28][C:27]([Br:30])=[CH:26][C:25]=3[CH3:31])=[C:21]([F:32])[C:12]3[N:13]=[CH:14][N:15]([CH2:16][CH2:17][CH2:42][CH:43]([OH:46])[CH2:44][OH:38])[C:11]=3[CH:10]=2)=[O:8])[CH2:3][CH2:2]1, predict the reactants needed to synthesize it. (9) Given the product [NH2:1][C:2]1[C:3]([C:7]([NH:10][NH2:11])=[NH:8])=[N:4][O:5][N:6]=1, predict the reactants needed to synthesize it. The reactants are: [NH2:1][C:2]1[C:3]([C:7]#[N:8])=[N:4][O:5][N:6]=1.O.[NH2:10][NH2:11]. (10) Given the product [NH2:8][C:9]1[O:17][C:16]2[C:11](=[N:12][CH:13]=[C:14]([CH2:18][CH3:19])[CH:15]=2)[C:10]=1[C:20]([NH:22][C:23]1[CH:24]=[N:25][CH:26]=[CH:27][C:28]=1[N:29]1[CH2:34][C@H:33]([CH3:35])[CH2:32][C@H:31]([NH2:36])[CH2:30]1)=[O:21], predict the reactants needed to synthesize it. The reactants are: C(OC([NH:8][C:9]1[O:17][C:16]2[C:11](=[N:12][CH:13]=[C:14]([CH2:18][CH3:19])[CH:15]=2)[C:10]=1[C:20]([NH:22][C:23]1[CH:24]=[N:25][CH:26]=[CH:27][C:28]=1[N:29]1[CH2:34][C@H:33]([CH3:35])[CH2:32][C@H:31]([NH:36]C(=O)OC(C)(C)C)[CH2:30]1)=[O:21])=O)(C)(C)C.Cl.O1CCOCC1.